From a dataset of Reaction yield outcomes from USPTO patents with 853,638 reactions. Predict the reaction yield, written as a fraction of the theoretical maximum amount of product (1.0 means a 100% yield; for example, 0.34 means a 34% yield). The reactants are [Cl:1][C:2]1[CH:3]=[CH:4][C:5]2[N:6]([C:8]([CH3:21])=[C:9]([C:11]3[CH:16]=[CH:15][C:14]([CH3:17])=[C:13]([N+:18]([O-])=O)[CH:12]=3)[N:10]=2)[N:7]=1.CC(O)=O. The catalyst is C(O)C.O.[Fe]. The product is [Cl:1][C:2]1[CH:3]=[CH:4][C:5]2[N:6]([C:8]([CH3:21])=[C:9]([C:11]3[CH:16]=[CH:15][C:14]([CH3:17])=[C:13]([CH:12]=3)[NH2:18])[N:10]=2)[N:7]=1. The yield is 0.800.